From a dataset of Catalyst prediction with 721,799 reactions and 888 catalyst types from USPTO. Predict which catalyst facilitates the given reaction. (1) Reactant: [Cl:1][C:2]([Cl:7])([Cl:6])[C:3](Cl)=[O:4].[NH:8]1[CH:12]=[CH:11][CH:10]=[CH:9]1.C(=O)([O-])[O-].[K+].[K+]. Product: [Cl:1][C:2]([Cl:7])([Cl:6])[C:3]([C:9]1[NH:8][CH:12]=[CH:11][CH:10]=1)=[O:4]. The catalyst class is: 316. (2) Reactant: [Br:1][C:2]1[CH:3]=[N:4][C:5](Cl)=[N:6][CH:7]=1.[C:9]([N:16]1[CH2:21][CH2:20][NH:19][CH2:18][CH2:17]1)([O:11][C:12]([CH3:15])([CH3:14])[CH3:13])=[O:10].C([O-])([O-])=O.[K+].[K+]. Product: [C:12]([O:11][C:9]([N:16]1[CH2:21][CH2:20][N:19]([C:5]2[N:4]=[CH:3][C:2]([Br:1])=[CH:7][N:6]=2)[CH2:18][CH2:17]1)=[O:10])([CH3:15])([CH3:13])[CH3:14]. The catalyst class is: 23. (3) Reactant: [C:1]([C:5]1[CH:10]=[CH:9][C:8]([C:11]2[CH:16]=[CH:15][C:14]([C:17]([CH3:20])([CH3:19])[CH3:18])=[CH:13][CH:12]=2)=[CH:7][CH:6]=1)([CH3:4])([CH3:3])[CH3:2].C(OC(=O)C)(=O)C.C(O)(=O)C.[N+:32]([O-])([OH:34])=[O:33]. Product: [C:17]([C:14]1[CH:13]=[CH:12][C:11]([C:8]2[CH:9]=[CH:10][C:5]([C:1]([CH3:4])([CH3:3])[CH3:2])=[CH:6][CH:7]=2)=[C:16]([N+:32]([O-:34])=[O:33])[CH:15]=1)([CH3:20])([CH3:19])[CH3:18]. The catalyst class is: 22. (4) Reactant: [NH:1]1[CH:5]=[C:4]([CH2:6][NH:7][C:8]([C:10]2[N:11]([CH3:16])[CH:12]=[C:13]([Cl:15])[CH:14]=2)=[O:9])[N:3]=[CH:2]1.I[C:18]1[CH:23]=[CH:22][C:21]([N:24]2[CH:29]=[CH:28][CH:27]=[CH:26][C:25]2=[O:30])=[CH:20][CH:19]=1.OC1C=CC=C2C=1N=CC=C2.C([O-])([O-])=O.[K+].[K+]. Product: [Cl:15][C:13]1[CH:14]=[C:10]([C:8]([NH:7][CH2:6][C:4]2[N:3]=[CH:2][N:1]([C:18]3[CH:23]=[CH:22][C:21]([N:24]4[CH:29]=[CH:28][CH:27]=[CH:26][C:25]4=[O:30])=[CH:20][CH:19]=3)[CH:5]=2)=[O:9])[N:11]([CH3:16])[CH:12]=1. The catalyst class is: 156.